Dataset: Reaction yield outcomes from USPTO patents with 853,638 reactions. Task: Predict the reaction yield, written as a fraction of the theoretical maximum amount of product (1.0 means a 100% yield; for example, 0.34 means a 34% yield). (1) The reactants are [S:1]1[CH:5]=[CH:4][CH:3]=[C:2]1[S:6]([NH:9][C:10]1[CH:11]=[C:12]([O:24][C:25]([F:28])([F:27])[F:26])[CH:13]=[C:14]2[C:18]=1[NH:17][C:16]([C:19]([O:21][CH2:22][CH3:23])=[O:20])=[CH:15]2)(=[O:8])=[O:7].[C:29](=O)([O-])[O-].[K+].[K+].CI.C(O)(=O)CC(CC(O)=O)(C(O)=O)O. The catalyst is CN(C)C=O. The product is [CH3:29][N:9]([S:6]([C:2]1[S:1][CH:5]=[CH:4][CH:3]=1)(=[O:7])=[O:8])[C:10]1[CH:11]=[C:12]([O:24][C:25]([F:27])([F:28])[F:26])[CH:13]=[C:14]2[C:18]=1[NH:17][C:16]([C:19]([O:21][CH2:22][CH3:23])=[O:20])=[CH:15]2. The yield is 0.660. (2) The reactants are [N:1]12[CH2:8][CH2:7][C:4]([C:9]([C:17]3[CH:22]=[CH:21][CH:20]=[CH:19][CH:18]=3)([C:11]3[CH:16]=[CH:15][CH:14]=[CH:13][CH:12]=3)[OH:10])([CH2:5][CH2:6]1)[CH2:3][CH2:2]2.[Br:23][CH2:24][CH2:25][C:26]1[CH:31]=[CH:30][CH:29]=[CH:28][CH:27]=1. The catalyst is CC#N.C(Cl)Cl.CO.CS(C)=O. The product is [Br-:23].[OH:10][C:9]([C:17]1[CH:22]=[CH:21][CH:20]=[CH:19][CH:18]=1)([C:11]1[CH:12]=[CH:13][CH:14]=[CH:15][CH:16]=1)[C:4]12[CH2:5][CH2:6][N+:1]([CH2:24][CH2:25][C:26]3[CH:31]=[CH:30][CH:29]=[CH:28][CH:27]=3)([CH2:2][CH2:3]1)[CH2:8][CH2:7]2. The yield is 0.486.